Dataset: Peptide-MHC class II binding affinity with 134,281 pairs from IEDB. Task: Regression. Given a peptide amino acid sequence and an MHC pseudo amino acid sequence, predict their binding affinity value. This is MHC class II binding data. The peptide sequence is VVFPASFFIKLPIILA. The MHC is DRB1_0802 with pseudo-sequence DRB1_0802. The binding affinity (normalized) is 0.420.